This data is from Peptide-MHC class II binding affinity with 134,281 pairs from IEDB. The task is: Regression. Given a peptide amino acid sequence and an MHC pseudo amino acid sequence, predict their binding affinity value. This is MHC class II binding data. (1) The peptide sequence is EKFYFAATQFEPLAA. The MHC is HLA-DPA10201-DPB10501 with pseudo-sequence HLA-DPA10201-DPB10501. The binding affinity (normalized) is 0.815. (2) The peptide sequence is RFFLPIFSEFVLLAT. The MHC is DRB1_0901 with pseudo-sequence DRB1_0901. The binding affinity (normalized) is 0.623. (3) The peptide sequence is PFLVSATAGTTVYGAFDPLL. The MHC is DRB1_0403 with pseudo-sequence DRB1_0403. The binding affinity (normalized) is 0.339. (4) The peptide sequence is VQKGSDPKKLVLNIK. The MHC is DRB1_0101 with pseudo-sequence DRB1_0101. The binding affinity (normalized) is 0.370. (5) The peptide sequence is QWKTANEAVQDPKFW. The MHC is HLA-DQA10501-DQB10302 with pseudo-sequence HLA-DQA10501-DQB10302. The binding affinity (normalized) is 0.353. (6) The peptide sequence is PAAHAAQGYKVLVLNPSVAA. The MHC is DRB4_0101 with pseudo-sequence DRB4_0103. The binding affinity (normalized) is 0.416. (7) The peptide sequence is TGVAVSRGTAKLRWF. The MHC is HLA-DQA10501-DQB10303 with pseudo-sequence HLA-DQA10501-DQB10303. The binding affinity (normalized) is 0.450.